This data is from Forward reaction prediction with 1.9M reactions from USPTO patents (1976-2016). The task is: Predict the product of the given reaction. (1) Given the reactants [C:1]1([NH:7][C:8]([N:10]2[CH2:15][CH2:14][NH:13][CH2:12][CH2:11]2)=[O:9])[CH:6]=[CH:5][CH:4]=[CH:3][CH:2]=1.[CH:16]1[C:25]2[C:20](=[CH:21][CH:22]=[CH:23][CH:24]=2)[CH:19]=[CH:18][C:17]=1[CH:26]=O.[BH-](OC(C)=O)(OC(C)=O)OC(C)=O.[Na+].[OH-].[K+], predict the reaction product. The product is: [C:1]1([NH:7][C:8]([N:10]2[CH2:15][CH2:14][N:13]([CH2:26][C:17]3[CH:18]=[CH:19][C:20]4[C:25](=[CH:24][CH:23]=[CH:22][CH:21]=4)[CH:16]=3)[CH2:12][CH2:11]2)=[O:9])[CH:6]=[CH:5][CH:4]=[CH:3][CH:2]=1. (2) Given the reactants [CH3:1][O:2][C:3]1[CH:4]=[C:5]2[C:10](=[CH:11][C:12]=1[O:13][CH3:14])[N:9]=[CH:8][CH:7]=[C:6]2[O:15][C:16]1[CH:22]=[CH:21][C:19]([NH2:20])=[C:18]([CH3:23])[C:17]=1[CH3:24].C1(C)C=CC=CC=1.C(N(CC)CC)C.Cl[C:40](Cl)([O:42]C(=O)OC(Cl)(Cl)Cl)Cl.[F:51][C:52]([F:63])([F:62])[C:53]1[CH:54]=[C:55]([CH:59]=[CH:60][CH:61]=1)[CH:56]([OH:58])[CH3:57], predict the reaction product. The product is: [CH3:1][O:2][C:3]1[CH:4]=[C:5]2[C:10](=[CH:11][C:12]=1[O:13][CH3:14])[N:9]=[CH:8][CH:7]=[C:6]2[O:15][C:16]1[CH:22]=[CH:21][C:19]([NH:20][C:40](=[O:42])[O:58][CH:56]([C:55]2[CH:59]=[CH:60][CH:61]=[C:53]([C:52]([F:62])([F:63])[F:51])[CH:54]=2)[CH3:57])=[C:18]([CH3:23])[C:17]=1[CH3:24]. (3) Given the reactants [O:1]=[C:2]1[C:7]2[CH:8]=[CH:9][CH:10]=[CH:11][C:6]=2[S:5][C:4]([C:12]2[N:17]=[CH:16][CH:15]=[C:14]([CH2:18][CH2:19][C:20]([OH:22])=O)[CH:13]=2)=[N:3]1.ClC(OCC(C)C)=O.C([N:33](CC)CC)C.[NH4+], predict the reaction product. The product is: [O:1]=[C:2]1[C:7]2[CH:8]=[CH:9][CH:10]=[CH:11][C:6]=2[S:5][C:4]([C:12]2[N:17]=[CH:16][CH:15]=[C:14]([CH2:18][CH2:19][C:20]([NH2:33])=[O:22])[CH:13]=2)=[N:3]1. (4) Given the reactants [CH2:1]([O:8][CH2:9][N:10]1[C:15](=[O:16])[C:14]([Br:17])=[N:13][N:12]([CH2:18][C:19](F)(F)[C:20]2[CH:25]=[CH:24][CH:23]=[CH:22][CH:21]=2)[C:11]1=[O:28])[C:2]1[CH:7]=[CH:6][CH:5]=[CH:4][CH:3]=1.[CH3:29][C:30]1C2[C:31](=[CH:32]C=CC=2)[C:30]([CH2:29]O)=[CH:32][CH:31]=1, predict the reaction product. The product is: [CH2:1]([O:8][CH2:9][N:10]1[C:15](=[O:16])[C:14]([Br:17])=[N:13][N:12]([CH2:18][C:19]2[C:20]3[C:25](=[CH:24][CH:23]=[CH:22][CH:21]=3)[C:31]([CH3:32])=[CH:30][CH:29]=2)[C:11]1=[O:28])[C:2]1[CH:7]=[CH:6][CH:5]=[CH:4][CH:3]=1.